From a dataset of Catalyst prediction with 721,799 reactions and 888 catalyst types from USPTO. Predict which catalyst facilitates the given reaction. Reactant: [N:1]1([CH2:5][CH2:6][N:7]2[CH:11]=[C:10]([C:12]3[CH:17]=[CH:16][N:15]=[C:14]([CH:18]([CH3:20])[CH3:19])[CH:13]=3)[N:9]=[C:8]2[CH:21]2[CH2:26][CH2:25][N:24]([C:27]3[N:32]=[CH:31][N:30]=[C:29]([NH2:33])[C:28]=3Br)[CH2:23][CH2:22]2)[CH2:4][CH2:3][CH2:2]1.[CH3:35][C:36]1(C)C(C)(C)OB(C=C)O1. Product: [N:1]1([CH2:5][CH2:6][N:7]2[CH:11]=[C:10]([C:12]3[CH:17]=[CH:16][N:15]=[C:14]([CH:18]([CH3:20])[CH3:19])[CH:13]=3)[N:9]=[C:8]2[CH:21]2[CH2:26][CH2:25][N:24]([C:27]3[N:32]=[CH:31][N:30]=[C:29]([NH2:33])[C:28]=3[CH:35]=[CH2:36])[CH2:23][CH2:22]2)[CH2:4][CH2:3][CH2:2]1. The catalyst class is: 6.